This data is from Retrosynthesis with 50K atom-mapped reactions and 10 reaction types from USPTO. The task is: Predict the reactants needed to synthesize the given product. (1) Given the product Cc1ccc(C(=O)NC(C)(C)CNC(c2nc3nc(Cl)cnc3c(=O)n2Cc2ccccc2)C(C)C)cc1F, predict the reactants needed to synthesize it. The reactants are: CC(C)C(NCC(C)(C)N)c1nc2nc(Cl)cnc2c(=O)n1Cc1ccccc1.Cc1ccc(C(=O)Cl)cc1F. (2) Given the product CN1CCN(Cc2ccc([N+](=O)[O-])cc2)CC1, predict the reactants needed to synthesize it. The reactants are: CN1CCNCC1.O=[N+]([O-])c1ccc(CCl)cc1. (3) Given the product O=[N+]([O-])c1ccc(OCC(F)(F)F)cc1, predict the reactants needed to synthesize it. The reactants are: O=[N+]([O-])c1ccc(F)cc1.OCC(F)(F)F. (4) Given the product CCOC(=O)COc1c(C=O)cccc1OC, predict the reactants needed to synthesize it. The reactants are: CCOC(=O)CBr.COc1cccc(C=O)c1O.